This data is from Peptide-MHC class II binding affinity with 134,281 pairs from IEDB. The task is: Regression. Given a peptide amino acid sequence and an MHC pseudo amino acid sequence, predict their binding affinity value. This is MHC class II binding data. (1) The peptide sequence is KVAFSRSLNDLLISD. The MHC is DRB1_0101 with pseudo-sequence DRB1_0101. The binding affinity (normalized) is 0.934. (2) The peptide sequence is AAHAAVAGMTLTDDA. The MHC is HLA-DQA10101-DQB10501 with pseudo-sequence HLA-DQA10101-DQB10501. The binding affinity (normalized) is 0.131. (3) The peptide sequence is HCNEMSWIQSIPFVH. The MHC is DRB1_1302 with pseudo-sequence DRB1_1302. The binding affinity (normalized) is 0.189. (4) The peptide sequence is MDIKNLLTACTIFYI. The MHC is H-2-IAb with pseudo-sequence H-2-IAb. The binding affinity (normalized) is 0.208. (5) The peptide sequence is AAATAGTTVYGACAA. The MHC is HLA-DQA10102-DQB10602 with pseudo-sequence HLA-DQA10102-DQB10602. The binding affinity (normalized) is 0.728. (6) The peptide sequence is QVPSASMGRDIKVQF. The MHC is DRB1_1602 with pseudo-sequence DRB1_1602. The binding affinity (normalized) is 0.248.